Predict the product of the given reaction. From a dataset of Forward reaction prediction with 1.9M reactions from USPTO patents (1976-2016). (1) Given the reactants [F:1][C:2]([F:11])([F:10])[C:3]1[O:7][N:6]=[C:5]([CH2:8][NH2:9])[CH:4]=1.[ClH:12], predict the reaction product. The product is: [ClH:12].[F:11][C:2]([F:1])([F:10])[C:3]1[O:7][N:6]=[C:5]([CH2:8][NH2:9])[CH:4]=1. (2) Given the reactants [Br:1][C:2]1[CH:3]=[C:4]2[C:9](=[CH:10][CH:11]=1)[N:8]=[CH:7][C:6]([C:12]([CH:14]1[CH2:16][CH2:15]1)=[O:13])=[C:5]2Cl.[F:18][C:19]1([F:31])[CH2:23][CH2:22][N:21]([CH:24]2[CH2:29][CH2:28][CH:27]([NH2:30])[CH2:26][CH2:25]2)[CH2:20]1, predict the reaction product. The product is: [Br:1][C:2]1[CH:3]=[C:4]2[C:9](=[CH:10][CH:11]=1)[N:8]=[CH:7][C:6]([C:12]([CH:14]1[CH2:16][CH2:15]1)=[O:13])=[C:5]2[NH:30][CH:27]1[CH2:26][CH2:25][CH:24]([N:21]2[CH2:22][CH2:23][C:19]([F:31])([F:18])[CH2:20]2)[CH2:29][CH2:28]1.